Predict the reactants needed to synthesize the given product. From a dataset of Retrosynthesis with 50K atom-mapped reactions and 10 reaction types from USPTO. Given the product Cc1nc(C(F)(F)F)cn1C(C)C(=O)Nc1cnn(-c2ccc(F)cc2)c1OC(C)C, predict the reactants needed to synthesize it. The reactants are: CC(C)Oc1c(N)cnn1-c1ccc(F)cc1.Cc1nc(C(F)(F)F)cn1C(C)C(=O)O.